This data is from Reaction yield outcomes from USPTO patents with 853,638 reactions. The task is: Predict the reaction yield, written as a fraction of the theoretical maximum amount of product (1.0 means a 100% yield; for example, 0.34 means a 34% yield). (1) The reactants are [F:1][C:2]1[C:7]([NH2:8])=[CH:6][CH:5]=[C:4]([F:9])[C:3]=1[NH:10][C:11]1[C:16]([C:17]2[N:25]=[CH:24][N:23]=[C:22]3[C:18]=2[N:19]=[CH:20][N:21]3[CH:26]2[CH2:31][CH2:30][CH2:29][CH2:28][O:27]2)=[CH:15][CH:14]=[CH:13][N:12]=1.[O:32]1[CH2:36][CH2:35][O:34][CH:33]1[C:37]1[O:41][C:40]([S:42](Cl)(=[O:44])=[O:43])=[CH:39][CH:38]=1.N1C=CC=CC=1. The catalyst is ClCCl. The product is [F:1][C:2]1[C:3]([NH:10][C:11]2[C:16]([C:17]3[N:25]=[CH:24][N:23]=[C:22]4[C:18]=3[N:19]=[CH:20][N:21]4[CH:26]3[CH2:31][CH2:30][CH2:29][CH2:28][O:27]3)=[CH:15][CH:14]=[CH:13][N:12]=2)=[C:4]([F:9])[CH:5]=[CH:6][C:7]=1[NH:8][S:42]([C:40]1[O:41][C:37]([CH:33]2[O:34][CH2:35][CH2:36][O:32]2)=[CH:38][CH:39]=1)(=[O:43])=[O:44]. The yield is 0.940. (2) The reactants are N1C=CC=CC=1.P(Cl)(Cl)(Cl)(Cl)[Cl:8].[C:13]([CH:15]1[CH2:20][CH:19]2[CH2:21][CH2:22][CH:16]1[CH:17]=[CH:18]2)#[N:14]. The catalyst is C(Cl)(Cl)Cl. The product is [Cl:8][C:15]1([C:13]#[N:14])[CH2:20][CH:19]2[CH2:21][CH2:22][CH:16]1[CH:17]=[CH:18]2. The yield is 0.950. (3) The reactants are [Cl:1][C:2]1[C:3]([F:12])=[C:4]([CH:8]=[CH:9][C:10]=1[F:11])[C:5]([OH:7])=[O:6].OS(O)(=O)=O.[N+:18]([O-])([OH:20])=[O:19]. No catalyst specified. The product is [Cl:1][C:2]1[C:3]([F:12])=[C:4]([CH:8]=[C:9]([N+:18]([O-:20])=[O:19])[C:10]=1[F:11])[C:5]([OH:7])=[O:6]. The yield is 0.950. (4) The reactants are [NH2:1][C:2]1[CH:3]=[N:4][CH:5]=[C:6]([Br:8])[CH:7]=1.N1C=CC=CC=1.[C:15](Cl)(=[O:19])[CH:16]([CH3:18])[CH3:17]. The catalyst is C(Cl)Cl. The product is [Br:8][C:6]1[CH:7]=[C:2]([NH:1][C:15](=[O:19])[CH:16]([CH3:18])[CH3:17])[CH:3]=[N:4][CH:5]=1. The yield is 0.710. (5) The reactants are [Br:1]Br.C1(P(C2C=CC=CC=2)C2C=CC=CC=2)C=CC=CC=1.[F:22][C:23]1[C:24]([CH3:39])=[C:25]([C:29]2([C:35]([O:37][CH3:38])=[O:36])[CH2:33][CH2:32][CH:31](O)[CH2:30]2)[CH:26]=[CH:27][CH:28]=1.FC1C(C)=C([C@]2(C(OC)=O)CCC(=O)C2)C=CC=1. The catalyst is CC#N.CCOCC. The product is [Br:1][CH:31]1[CH2:32][CH2:33][C:29]([C:25]2[CH:26]=[CH:27][CH:28]=[C:23]([F:22])[C:24]=2[CH3:39])([C:35]([O:37][CH3:38])=[O:36])[CH2:30]1. The yield is 0.640. (6) The reactants are [NH:1]([C:11]1[CH:19]=[CH:18][CH:17]=[CH:16][C:12]=1[C:13]([OH:15])=O)[C:2]1[CH:10]=[CH:9][CH:8]=[CH:7][C:3]=1[C:4]([OH:6])=[O:5]. The catalyst is P(Cl)(Cl)(Cl)=O. The yield is 0.940. The product is [C:4]([C:3]1[C:2]2[NH:1][C:11]3[C:12](=[CH:16][CH:17]=[CH:18][CH:19]=3)[C:13](=[O:15])[C:10]=2[CH:9]=[CH:8][CH:7]=1)([OH:6])=[O:5]. (7) The reactants are [CH:1]1([CH:7]([C:18]2[CH:22]=[C:21]([C:23]3[CH:28]=[CH:27][C:26]([C:29]([F:32])([F:31])[F:30])=[CH:25][CH:24]=3)[O:20][C:19]=2[CH2:33][O:34][CH3:35])[O:8][C:9]2[CH:17]=[CH:16][C:12]([C:13](O)=[O:14])=[CH:11][CH:10]=2)[CH2:6][CH2:5][CH2:4][CH2:3][CH2:2]1.[CH3:36][NH:37][CH2:38][CH2:39][C:40]([O:42]CC)=[O:41].Cl.C(N=C=NCCCN(C)C)C.O.OC1C2N=NNC=2C=CC=1. The catalyst is CN(C)C=O.C(OCC)(=O)C.C(N(CC)CC)C. The product is [CH:1]1([CH:7]([C:18]2[CH:22]=[C:21]([C:23]3[CH:28]=[CH:27][C:26]([C:29]([F:32])([F:31])[F:30])=[CH:25][CH:24]=3)[O:20][C:19]=2[CH2:33][O:34][CH3:35])[O:8][C:9]2[CH:10]=[CH:11][C:12]([C:13]([N:37]([CH3:36])[CH2:38][CH2:39][C:40]([OH:42])=[O:41])=[O:14])=[CH:16][CH:17]=2)[CH2:2][CH2:3][CH2:4][CH2:5][CH2:6]1. The yield is 0.810. (8) The reactants are C(OC([NH:8][C:9]1([C:12]2[NH:13][C:14]([C:22]3[C:31]([F:32])=[CH:30][CH:29]=[C:28]4[C:23]=3[N:24]=[C:25]([NH:34][C:35]([CH3:38])([CH3:37])[CH3:36])[C:26]([CH3:33])=[N:27]4)=[CH:15][C:16]=2[C:17]([O:19]CC)=[O:18])[CH2:11][CH2:10]1)=O)(C)(C)C.[ClH:39]. The catalyst is O1CCOCC1.O.CCOCC. The product is [ClH:39].[NH2:8][C:9]1([C:12]2[NH:13][C:14]([C:22]3[C:31]([F:32])=[CH:30][CH:29]=[C:28]4[C:23]=3[N:24]=[C:25]([NH:34][C:35]([CH3:38])([CH3:37])[CH3:36])[C:26]([CH3:33])=[N:27]4)=[CH:15][C:16]=2[C:17]([OH:19])=[O:18])[CH2:10][CH2:11]1. The yield is 0.950. (9) The reactants are O.[OH-].[Li+].C[O:5][C:6](=[O:37])/[C:7](/[NH:16][C:17](=[O:36])[C:18]1[CH:23]=[CH:22][C:21]([C:24]([NH:26][CH2:27][C:28]2[CH:33]=[CH:32][CH:31]=[C:30]([OH:34])[CH:29]=2)=[O:25])=[CH:20][C:19]=1[Cl:35])=[CH:8]/[C:9]1[CH:14]=[CH:13][C:12]([Br:15])=[CH:11][CH:10]=1. The catalyst is O.O1CCCC1.CO.O. The product is [Br:15][C:12]1[CH:13]=[CH:14][C:9](/[CH:8]=[C:7](\[NH:16][C:17](=[O:36])[C:18]2[CH:23]=[CH:22][C:21]([C:24]([NH:26][CH2:27][C:28]3[CH:33]=[CH:32][CH:31]=[C:30]([OH:34])[CH:29]=3)=[O:25])=[CH:20][C:19]=2[Cl:35])/[C:6]([OH:37])=[O:5])=[CH:10][CH:11]=1. The yield is 0.490. (10) The reactants are S(Cl)(Cl)=O.[Cl:5][C:6]1[CH:11]=[CH:10][C:9]([N+:12]([O-:14])=[O:13])=[CH:8][C:7]=1[S:15]([OH:18])(=O)=[O:16].C[N:20](C)C=O. No catalyst specified. The product is [Cl:5][C:6]1[CH:11]=[CH:10][C:9]([N+:12]([O-:14])=[O:13])=[CH:8][C:7]=1[S:15]([NH2:20])(=[O:18])=[O:16]. The yield is 0.424.